This data is from Experimentally validated miRNA-target interactions with 360,000+ pairs, plus equal number of negative samples. The task is: Binary Classification. Given a miRNA mature sequence and a target amino acid sequence, predict their likelihood of interaction. (1) The miRNA is hsa-miR-939-3p with sequence CCCUGGGCCUCUGCUCCCCAG. The protein sequence of the target gene is MGSELIGRLAPRLGLAEPDMLRKAEEYLRLSRVKCVGLSARTTETSSAVMCLDLAASWMKCPLDRAYLIKLSGLNKETYQSCLKSFECLLGLNSNIGIRDLAVQFSCIEAVNMASKILKSYESSLPQTQQVDLDLSRPLFTSAALLSACKILKLKVDKNKMVATSGVKKAIFDRLCKQLEKIGQQVDREPGDVATPPRKRKKIVVEAPAKEMEKVEEMPHKPQKDEDLTQDYEEWKRKILENAASAQKATAE. Result: 1 (interaction). (2) The miRNA is mmu-miR-3079-3p with sequence CAGGCUCAUCAGAUGAAAGUC. The protein sequence of the target gene is MSANFKMNHKRDQQKSTNVVYQAHHVSRNKRGQVVGTRGGFRGCTVWLTGLSGAGKTTISFALEEYLVSHAIPCYSLDGDNVRHGLNKNLGFSAGDREENIRRIAEVARLFADAGLVCITSFISPFAKDRENARKIHESAGLPFFEIFVDAPLNICESRDVKGLYKRARAGEIKGFTGIDSDYEKPETPECVLKTNLSSVSDCVQQVVELLQEQNIVPHTTIKGIHELFVPENKVDQIRAEAETLPSLPITKLDLQWVQILSEGWATPLKGFMREKEYLQTLHFDTLLDGVVPRDGVINM.... Result: 0 (no interaction). (3) The miRNA is hsa-let-7c-3p with sequence CUGUACAACCUUCUAGCUUUCC. The protein sequence of the target gene is MRLLAWLIFLANWGGARAEPGKFWHIADLHLDPDYKVSKDPFQVCPSAGSQPVPDAGPWGDYLCDSPWALINSSIYAMKEIEPEPDFILWTGDDTPHVPDEKLGEAAVLEIVERLTKLIREVFPDTKVYAALGNHDFHPKNQFPAGSNNIYNQIAELWKPWLSNESIALFKKGAFYCEKLPGPSGAGRIVVLNTNLYYTSNALTADMADPGQQFQWLEDVLTDASKAGDMVYIVGHVPPGFFEKTQNKAWFREGFNEKYLKVVRKHHRVIAGQFFGHHHTDSFRMLYDDAGVPISAMFIT.... Result: 0 (no interaction). (4) The miRNA is hsa-miR-665 with sequence ACCAGGAGGCUGAGGCCCCU. The protein sequence of the target gene is MEHIRTPKVENVRLVDRVSPKKAALGTLYLTATHVIFVENSPDPRKETWILHSQISTIEKQATTATGCPLLIRCKNFQIIQLIIPQERDCHDVYISLIRLARPVKYEELYCFSFNPMLDKEEREQGWVLIDLSEEYTRMGLPNHYWQLSDVNRDYRVCDSYPTELYVPKSATAHIIVGSSKFRSRRRFPVLSYYYKDNHASICRSSQPLSGFSARCLEDEQMLQAIRKANPGSDFVYVVDTRPKLNAMANRAAGKGYENEDNYSNIKFQFIGIENIHVMRNSLQKMLEVCELKSPSMSDF.... Result: 1 (interaction). (5) The miRNA is cel-miR-354-3p with sequence ACCUUGUUUGUUGCUGCUCCU. The protein sequence of the target gene is MREIVHLQAGQCGNQIGAKFWEVISDEHGIDPTGTYHGDSDLQLERINVYYNEATGGKYVPRAVLVDLEPGTMDSVRSGPFGQIFRPDNFVFGQSGAGNNWAKGHYTEGAELVDSVLDVVRKEAESCDCLQGFQLTHSLGGGTGSGMGTLLISKIREEYPDRIMNTFSVVPSPKVSDTVVEPYNATLSVHQLVENTDETYCIDNEALYDICFRTLKLTTPTYGDLNHLVSATMSGVTTCLRFPGQLNADLRKLAVNMVPFPRLHFFMPGFAPLTSRGSQQYRALTVPELTQQMFDAKNMM.... Result: 0 (no interaction).